From a dataset of Full USPTO retrosynthesis dataset with 1.9M reactions from patents (1976-2016). Predict the reactants needed to synthesize the given product. Given the product [C:35]([O:39][C:40]([NH:42][C:43](=[NH:45])[NH:44][C:10](=[O:11])[CH2:9][CH2:8][C@H:7]([NH:13][C:14]([C:16]1[S:17][C:18]([CH:21]([C:22]2[CH:27]=[CH:26][CH:25]=[CH:24][CH:23]=2)[C:28]2[CH:33]=[CH:32][CH:31]=[CH:30][CH:29]=2)=[CH:19][CH:20]=1)=[O:15])[C:6]([O:5][C:1]([CH3:4])([CH3:3])[CH3:2])=[O:34])=[O:41])([CH3:38])([CH3:36])[CH3:37], predict the reactants needed to synthesize it. The reactants are: [C:1]([O:5][C:6](=[O:34])[C@@H:7]([NH:13][C:14]([C:16]1[S:17][C:18]([CH:21]([C:28]2[CH:33]=[CH:32][CH:31]=[CH:30][CH:29]=2)[C:22]2[CH:27]=[CH:26][CH:25]=[CH:24][CH:23]=2)=[CH:19][CH:20]=1)=[O:15])[CH2:8][CH2:9][C:10](O)=[O:11])([CH3:4])([CH3:3])[CH3:2].[C:35]([O:39][C:40]([NH:42][C:43]([NH2:45])=[NH:44])=[O:41])([CH3:38])([CH3:37])[CH3:36].C(N(C(C)C)CC)(C)C.CN(C(ON1N=NC2C=CC=CC1=2)=[N+](C)C)C.F[P-](F)(F)(F)(F)F.